From a dataset of Peptide-MHC class I binding affinity with 185,985 pairs from IEDB/IMGT. Regression. Given a peptide amino acid sequence and an MHC pseudo amino acid sequence, predict their binding affinity value. This is MHC class I binding data. (1) The peptide sequence is RASHFRKLF. The MHC is HLA-B27:03 with pseudo-sequence HLA-B27:03. The binding affinity (normalized) is 0.0847. (2) The peptide sequence is DIAEHGAYY. The MHC is HLA-B38:01 with pseudo-sequence HLA-B38:01. The binding affinity (normalized) is 0.0847.